From a dataset of Catalyst prediction with 721,799 reactions and 888 catalyst types from USPTO. Predict which catalyst facilitates the given reaction. (1) Product: [F:23][C:24]([F:29])([F:28])[C:25]([OH:27])=[O:26].[NH2:12][CH2:11][CH2:10][CH2:9][NH:8][C:6]1[N:7]=[C:2]([NH2:1])[C:3]([N+:20]([O-:22])=[O:21])=[CH:4][CH:5]=1. Reactant: [NH2:1][C:2]1[N:7]=[C:6]([NH:8][CH2:9][CH2:10][CH2:11][NH:12]C(=O)OC(C)(C)C)[CH:5]=[CH:4][C:3]=1[N+:20]([O-:22])=[O:21].[F:23][C:24]([F:29])([F:28])[C:25]([OH:27])=[O:26]. The catalyst class is: 4. (2) Reactant: C([O:4][C@H:5]1[C@@H:10]([O:11]C(=O)C)[C@@H:9]([CH2:15][O:16]C(=O)C)[O:8][C@@H:7]([O:20]CCOCCOCCOCC(O)=O)[C@@H:6]1[NH:34][C:35](=[O:37])[CH3:36])(=O)C.Cl.C(OC(=O)[C@@H](NC(=O)[C@@H](N)CCCCN)CCCCN)C1C=CC=CC=1.CCN(C(C)C)C(C)C.ON1C2N=CC=CC=2N=N1.Cl.CN(C)CCCN=C=NCC. Product: [OH:20][CH:7]1[O:8][C@H:9]([CH2:15][OH:16])[C@H:10]([OH:11])[C@H:5]([OH:4])[C@H:6]1[NH:34][C:35]([CH3:36])=[O:37]. The catalyst class is: 59. (3) Reactant: [Cl-].[CH2:2]([N+:6]1[CH:10]=[CH:9][N:8]([CH3:11])[CH:7]=1)[CH2:3][CH2:4][CH3:5].[C:12]([O-:21])(=[O:20])[CH2:13][CH2:14][CH2:15][CH2:16][CH2:17][CH2:18][CH3:19].[Na+]. Product: [C:12]([O-:21])(=[O:20])[CH2:13][CH2:14][CH2:15][CH2:16][CH2:17][CH2:18][CH3:19].[CH2:2]([N+:6]1[CH:10]=[CH:9][N:8]([CH3:11])[CH:7]=1)[CH2:3][CH2:4][CH3:5]. The catalyst class is: 6. (4) Reactant: C1N=CN(C(N2C=NC=C2)=O)C=1.[O:13]=[C:14]1[NH:20][C:19]2[CH:21]=[CH:22][CH:23]=[CH:24][C:18]=2[C:17](=[O:25])[N:16]([CH2:26][C@H:27]2[CH2:32][CH2:31][C@H:30]([C:33](O)=[O:34])[CH2:29][CH2:28]2)[CH2:15]1.[N:36]1[CH:41]=[CH:40][CH:39]=[CH:38][C:37]=1[N:42]1[CH2:47][CH2:46][NH:45][CH2:44][CH2:43]1. Product: [N:36]1[CH:41]=[CH:40][CH:39]=[CH:38][C:37]=1[N:42]1[CH2:43][CH2:44][N:45]([C:33]([C@H:30]2[CH2:29][CH2:28][C@H:27]([CH2:26][N:16]3[C:17](=[O:25])[C:18]4[CH:24]=[CH:23][CH:22]=[CH:21][C:19]=4[NH:20][C:14](=[O:13])[CH2:15]3)[CH2:32][CH2:31]2)=[O:34])[CH2:46][CH2:47]1. The catalyst class is: 2. (5) Reactant: C(OC(=O)[NH:10][CH2:11][CH:12]1[CH2:16][C:15]2[CH:17]=[CH:18][CH:19]=[C:20]([C:21]3[CH:26]=[CH:25][CH:24]=[C:23]([O:27][CH3:28])[CH:22]=3)[C:14]=2[O:13]1)C1C=CC=CC=1. Product: [CH3:28][O:27][C:23]1[CH:22]=[C:21]([C:20]2[C:14]3[O:13][CH:12]([CH2:11][NH2:10])[CH2:16][C:15]=3[CH:17]=[CH:18][CH:19]=2)[CH:26]=[CH:25][CH:24]=1. The catalyst class is: 45. (6) Reactant: I[C:2]1[CH:3]=[CH:4][C:5]2[N:6]([CH:8]=[C:9]([C:11]([NH:13][C:14]3[CH:19]=[CH:18][CH:17]=[CH:16][CH:15]=3)=[O:12])[N:10]=2)[CH:7]=1.C([Sn](CCCC)(CCCC)[C:25]([O:27][CH2:28][CH3:29])=[CH2:26])CCC. Product: [CH2:28]([O:27][C:25]([C:2]1[CH:3]=[CH:4][C:5]2[N:6]([CH:8]=[C:9]([C:11]([NH:13][C:14]3[CH:19]=[CH:18][CH:17]=[CH:16][CH:15]=3)=[O:12])[N:10]=2)[CH:7]=1)=[CH2:26])[CH3:29]. The catalyst class is: 109. (7) Reactant: C[O:2][C:3]1[CH:4]=[C:5]([C:9]2[N:13]3[CH:14]=[CH:15][C:16]([CH3:18])=[N:17][C:12]3=[N:11][CH:10]=2)[CH:6]=[CH:7][CH:8]=1.[OH-].[Na+]. Product: [CH3:18][C:16]1[CH:15]=[CH:14][N:13]2[C:9]([C:5]3[CH:4]=[C:3]([OH:2])[CH:8]=[CH:7][CH:6]=3)=[CH:10][N:11]=[C:12]2[N:17]=1. The catalyst class is: 570.